From a dataset of Experimentally validated miRNA-target interactions with 360,000+ pairs, plus equal number of negative samples. Binary Classification. Given a miRNA mature sequence and a target amino acid sequence, predict their likelihood of interaction. (1) The miRNA is rno-miR-130b-3p with sequence CAGUGCAAUGAUGAAAGGGCAU. The protein sequence of the target gene is MGEDAAQAEKFQHPNTDMLQEKPSSPSPMPSSTPSPSLNLGSTEEAIRDNSQVNAVTVHTLLDKLVNMLDAVRENQHNMEQRQINLEGSVKGIQNDLTKLSKYQASTSNTVSKLLEKSRKVSAHTRAVRERLERQCVQVKRLENNHAQLLRRNHFKVLIFQEESEIPASVFVKEPVPSAAEGKEELADENKSLEETLHNVDLSSDDELPRDEEALEDSAEEKMEESRAEKIKRSSLKKVDSLKKAFSRQNIEKKMNKLGTKIVSVERREKIKKSLTPNHQKASSGKSSPFKVSPLSFGRK.... Result: 0 (no interaction). (2) The miRNA is rno-miR-1-3p with sequence UGGAAUGUAAAGAAGUGUGUAU. The protein sequence of the target gene is MWAFPELPLPLPLLVNLIGSLLGFVATVTLIPAFRSHFIAARLCGQDLNKLSQQQIPESQGVISGAVFLIILFCFIPFPFLNCFVEEQCKAFPHHEFVALIGALLAICCMIFLGFADDVLNLRWRHKLLLPTAASLPLLMVYFTNFGNTTIVVPKPFRWILGLHLDLGILYYVYMGLLAVFCTNAINILAGINGLEAGQSLVISASIIVFNLVELEGDYRDDHIFSLYFMIPFFFTTLGLLYHNWYPSRVFVGDTFCYFAGMTFAVVGILGHFSKTMLLFFMPQVFNFLYSLPQLFHIIP.... Result: 0 (no interaction). (3) The miRNA is rno-miR-292-5p with sequence ACUCAAACUGGGGGCUCUUUUG. The protein sequence of the target gene is MARSVTLVFLVLVSLTGLYAIQKTPQIQVYSRHPPENGKPNILNCYVTQFHPPHIEIQMLKNGKKIPKVEMSDMSFSKDWSFYILAHTEFTPTETDTYACRVKHASMAEPKTVYWDRDM. Result: 0 (no interaction). (4) The miRNA is rno-miR-322-5p with sequence CAGCAGCAAUUCAUGUUUUGGA. The protein sequence of the target gene is MTAAANWVANGASLEDCHSNLFSLAELTGIKWRRYNFGGHGDCGPIISAPAQDDPILLSFIRCLQANLLCVWRRDVKPDCKELWIFWWGDEPNLVGVIHHELQVVEEGLWENGLSYECRTLLFKAIHNLLERCLMDKNFVRIGKWFVRPYEKDEKPVNKSEHLSCAFTFFLHGESNVCTSVEIAQHQPIYLINEEHIHMAQSSPAPFQVLVSPYGLNGTLTGQAYKMSDPATRKLIEEWQYFYPMVLKKKEESKEEDELGYDDDFPVAVEVIVGGVRMVYPSAFVLISQNDIPVPQSVAS.... Result: 0 (no interaction). (5) The miRNA is cel-miR-360-3p with sequence UGACCGUAAUCCCGUUCACAA. The protein sequence of the target gene is MVLIKEFRVVLPCSVQEYQVGQLYSVAEASKNETGGGEGIEVLKNEPYENDGEKGQYTHKIYHLKSKVPAFVRMIAPEGSLVFHEKAWNAYPYCRTIVTNEYMKDDFFIKIETWHKPDLGTLENVHGLDPNTWKTVEIVHIDIADRSQVEPADYKADEDPALFHSVKTKRGPLGPNWKKELANTPDCPRMCAYKLVTIKFKWWGLQSKVENFIQKQEKRIFTNLHRQLFCWIDKWIDLTMEDIRRMEDETQKELETMRKKGSVRGTSAADA. Result: 0 (no interaction). (6) The miRNA is mmu-miR-1197-3p with sequence UAGGACACAUGGUCUACUUCU. The protein sequence of the target gene is MATTATPATNQGWPEDFGFRLGGSGPCFVLEVAKGSSAHAGGLRPGDQILEVEGLAVGGLSRERLVRLARRCPRVPPSLGVLPAPDGGPGPGSGPAAPTTVLRAPRCGRGLALGRELLRLAGRKRPDAVHRERRRKAQEFSRKVDEILGDQPTAKEQVFAALKQFAAEQRVDDLVWTLTLALPREACGPLLDNLRIFIPKKHRARFDEVVSQGLLGKLCRARRAQGAQRLRRSRSEERPERLLVSTRASAPPRRPDEPPPRRASLLVGGLAGPGGARRTVRVYKGNKSFGFTLRGHGPVW.... Result: 0 (no interaction).